This data is from Full USPTO retrosynthesis dataset with 1.9M reactions from patents (1976-2016). The task is: Predict the reactants needed to synthesize the given product. (1) The reactants are: [CH3:1][O:2][C:3]1[CH:12]=[CH:11][C:10]([O:13][CH3:14])=[C:9]2[C:4]=1[CH2:5][CH2:6][CH2:7]/[C:8]/2=[CH:15]\[O:16]C.Cl. Given the product [CH3:1][O:2][C:3]1[CH:12]=[CH:11][C:10]([O:13][CH3:14])=[C:9]2[C:4]=1[CH2:5][CH2:6][CH2:7][CH:8]2[CH:15]=[O:16], predict the reactants needed to synthesize it. (2) The reactants are: [OH-:1].[Na+].[CH3:3][CH:4]([CH:7]([CH3:10])[CH2:8][CH3:9])[CH:5]=[O:6].[CH2:11]=O. Given the product [CH:7]([C:4]([CH3:11])([CH2:3][OH:1])[CH2:5][OH:6])([CH2:8][CH3:9])[CH3:10], predict the reactants needed to synthesize it. (3) Given the product [C:19]([N:8]1[C:7](=[O:23])[C:6]([NH:5][CH2:4][CH2:3][CH2:2][O:31][C:28]2[CH:29]=[CH:30][C:25]([Cl:24])=[CH:26][CH:27]=2)=[C:10]([C:11]2[CH:16]=[CH:15][CH:14]=[CH:13][CH:12]=2)[S:9]1(=[O:18])=[O:17])([CH3:22])([CH3:21])[CH3:20], predict the reactants needed to synthesize it. The reactants are: Br[CH2:2][CH2:3][CH2:4][NH:5][C:6]1[C:7](=[O:23])[N:8]([C:19]([CH3:22])([CH3:21])[CH3:20])[S:9](=[O:18])(=[O:17])[C:10]=1[C:11]1[CH:16]=[CH:15][CH:14]=[CH:13][CH:12]=1.[Cl:24][C:25]1[CH:30]=[CH:29][C:28]([OH:31])=[CH:27][CH:26]=1. (4) Given the product [O:5]=[S:4]1(=[O:6])[CH2:3][CH2:2][CH2:1][CH2:8][N:7]1[C:10]1[N:19]=[C:18]([C:20]([NH:22][CH2:23][C:24]2[CH:29]=[CH:28][C:27]([F:30])=[CH:26][CH:25]=2)=[O:21])[C:17]([OH:31])=[C:16]2[C:11]=1[CH:12]=[CH:13][CH:14]=[N:15]2, predict the reactants needed to synthesize it. The reactants are: [CH2:1]1[CH2:8][NH:7][S:4](=[O:6])(=[O:5])[CH2:3][CH2:2]1.Br[C:10]1[N:19]=[C:18]([C:20]([NH:22][CH2:23][C:24]2[CH:29]=[CH:28][C:27]([F:30])=[CH:26][CH:25]=2)=[O:21])[C:17]([OH:31])=[C:16]2[C:11]=1[CH:12]=[CH:13][CH:14]=[N:15]2. (5) Given the product [CH3:1][O:2][C:3](=[O:15])[C:4]1[CH:9]=[CH:8][C:7]([C:10]2[O:11][CH:27]=[N:26][CH:25]=2)=[C:6]([N+:12]([O-:14])=[O:13])[CH:5]=1, predict the reactants needed to synthesize it. The reactants are: [CH3:1][O:2][C:3](=[O:15])[C:4]1[CH:9]=[CH:8][C:7]([CH:10]=[O:11])=[C:6]([N+:12]([O-:14])=[O:13])[CH:5]=1.C1(C)C=CC(S([CH2:25][N+:26]#[C-:27])(=O)=O)=CC=1.C(=O)([O-])[O-].[K+].[K+].